This data is from Experimentally validated miRNA-target interactions with 360,000+ pairs, plus equal number of negative samples. The task is: Binary Classification. Given a miRNA mature sequence and a target amino acid sequence, predict their likelihood of interaction. (1) The miRNA is hsa-miR-3927-5p with sequence GCCUAUCACAUAUCUGCCUGU. The protein sequence of the target gene is MGQCGITSSKTVLVFLNLIFWGAAGILCYVGAYVFITYDDYDHFFEDVYTLFPAVVIIAVGALLFIIGLIGCCATIRESRCGLATFVFILLLVFVTEVVVVVLGYVYRAKVENEVDRSIQKVYKTYNGTNSDAASRAIDYVQRQLHCCGIHNYSDWENTDWFKETKNQSVPLSCCRETAKSCNGSLANPSDLYAEGCEALVVKKLQEILMHVIWAALAFAAIQLLGMLCACIVLCRRSRDPAYELLITGGTYA. Result: 0 (no interaction). (2) The miRNA is hsa-miR-132-3p with sequence UAACAGUCUACAGCCAUGGUCG. The protein sequence of the target gene is MRRRLWLGLAWLLLARAPDAAGTPSASRGPRSYPHLEGDVRWRRLFSSTHFFLRVDPGGRVQGTRWRHGQDSILEIRSVHVGVVVIKAVSSGFYVAMNRRGRLYGSRLYTVDCRFRERIEENGHNTYASQRWRRRGQPMFLALDRRGGPRPGGRTRRYHLSAHFLPVLVS. Result: 1 (interaction). (3) The miRNA is hsa-miR-1227-5p with sequence GUGGGGCCAGGCGGUGG. The protein sequence of the target gene is MKKTRSTTLRRAWPSSDFSDRASDRMRSRSEKDYRLHKRFPAAFAPQASRGYMTSGDVSPISMSPISQSQFIPLGEILCLAISAMNSARKPVTQEALMEHLTTCFPGVPTPSQEILRHTLNTLVRERKIYPTPDGYFIVTPQTYFITPSLIRTNSKWYHLDERIPDRSQCTSPQPGTITPSASGCVRERTLPRNHCDSCHCCREDVHSTHAPTLQRKSAKDCKDPYCPPSLCQVPPTEKSKSTVNFSYKTETLSKPKDSEKQSKKFGLKLFRLSFKKDKTKQLANFSAQFPPEEWPLRDE.... Result: 0 (no interaction). (4) The miRNA is rno-miR-193a-3p with sequence AACUGGCCUACAAAGUCCCAGU. Result: 0 (no interaction). The protein sequence of the target gene is MSAAGLLAPAPAQAGAPPAPEYYPEEDEELESAEDDERSCRGRESDEDTEDASETDLAKHDEEDYVEMKEQMYQDKLASLKRQLQQLQEGTLQEYQKRMKKLDQQYKERIRNAELFLQLETEQVERNYIKEKKAAVKEFEDKKVELKENLIAELEEKKKMIENEKLTMELTGDSMEVKPIMTRKLRRRPNDPVPIPDKRRKPAPAQLNYLLTDEQIMEDLRTLNKLKSPKRPASPSSPEHLPATPAESPAQRFEARIEDGKLYYDKRWYHKSQAIYLESKDNQKLSCVISSVGANEIWVR.... (5) Result: 0 (no interaction). The miRNA is mmu-miR-3618-3p with sequence CUACAUUAAUGAAAAGAGCAAU. The protein sequence of the target gene is MCSTPGMPAPGASLALRVSFVDVHPDVIPVQLWGLVGERRGEYLRLSREIQEAAATRGQWALGSASASPGELCLVQVGLLWHRCRVVSRQAQESRVFLLDEGRTITAGAGSLAPGRREFFNLPSEVLGCVLAGLVPAGCGAGSGEPPQHWPADAVDFLSNLQGKEVHGCVLDVLLLHRLVLLEVPDVFQQMRELGLARRVPDSLFRSLLERYLTAATASVGSGVPVLSRVPLKQKQPGLDYFYPQLQLGVTEAVVITQVCHPHRIHCQLRSVSQEIHRLSESMAQVYRGSTGTGDENSTS.... (6) The miRNA is hsa-miR-766-3p with sequence ACUCCAGCCCCACAGCCUCAGC. The protein sequence of the target gene is MASQPPPPPKPWETRRIPGAGPGPGPGPTFQSADLGPTLMTRPGQPALTRVPPPILPRPSQQTGSSSVNTFRPAYSSFSSGYGAYGNSFYGGYSPYSYGYNGLGYNRLRVDDLPPSRFVQQAEESSRGAFQSIESIVHAFASVSMMMDATFSAVYNSFRAVLDVANHFSRLKIHFTKVFSAFALVRTIRYLYRRLQRMLGLRRGSENEDLWAESEGTVACLGAEDRAATSAKSWPIFLFFAVILGGPYLIWKLLSTHSDEVTDSINWASGEDDHVVARAEYDFAAVSEEEISFRAGDMLN.... Result: 1 (interaction). (7) The miRNA is hsa-miR-1262 with sequence AUGGGUGAAUUUGUAGAAGGAU. The protein sequence of the target gene is MFSGFNVFRVGISFVIMCIFYMPTVNSLPELSPQKYFSTLQPGKASLAYFCQADSPRTSVFLEELNEAVRPLQDYGISVAKVNCVKEEISRYCGKEKDLMKAYLFKGNILLREFPTDTLFDVNAIVAHVLFALLFSEVKYITNLEDLQNIENALKGKANIIFSYVRAIGIPEHRAVMEAAFVYGTTYQFVLTTEIALLESIGSEDVEYAHLYFFHCKLVLDLTQQCRRTLMEQPLTTLNIHLFIKTMKAPLLTEVAEDPQQVSTVHLQLGLPLVFIVSQQATYEADRRTAEWVAWRLLGK.... Result: 1 (interaction). (8) The miRNA is mmu-miR-743b-5p with sequence UGUUCAGACUGGUGUCCAUCA. The protein sequence of the target gene is MDRNPSPPPPTCGSEDEEDLGGGDRIGSTVYSKHWLFGVLSGLIQIVTPESGTSGSADEEEQADLAEEMENEICRVWDMSMDEDVALFLQEFKAPDIFMGVLAKSPCPRLREICVGILGNMACFREICESISKNEDHGQVLLQCLCDSDPPTLLETCRLLLTCLSQTEVASVWVRRIREHPSVYANVCFIMSSSTNVDLLVKVGEVVDKLFDLDEKLMLEWIRKGATRLPGQPHEDSEEQPVFSIVPCVLEAAKQVRSENLEGLDVYMRILQLLTTVDDGVQAIVQCPDTGNDTWRLLFD.... Result: 1 (interaction). (9) The miRNA is hsa-miR-548l with sequence AAAAGUAUUUGCGGGUUUUGUC. The protein sequence of the target gene is MERASLIQKAKLAEQAERYEDMAAFMKSAVEKGEELSCEERNLLSVAYKNVVGGQRAAWRVLSSIEQKSNEEGSEEKGPEVKEYREKVETELRGVCDTVLGLLDSHLIKGAGDAESRVFYLKMKGDYYRYLAEVATGDDKKRIIDSARSAYQEAMDISKKEMPPTNPIRLGLALNFSVFHYEIANSPEEAISLAKTTFDEAMADLHTLSEDSYKDSTLIMQLLRDNLTLWTADSAGEEGGEAPEEPQS. Result: 0 (no interaction). (10) The miRNA is hsa-miR-6088 with sequence AGAGAUGAAGCGGGGGGGCG. The protein sequence of the target gene is MTAASRANPYSIVSSEEDGLHLVTMSGANGFGNGKVHTRRRCRNRFVKKNGQCNIEFANMDEKSQRYLADMFTTCVDIRWRYMLLIFSLAFLASWLLFGIIFWVIAVAHGDLEPAEGRGRTPCVMQVHGFMAAFLFSIETQTTIGYGLRCVTEECPVAVFMVVAQSIVGCIIDSFMIGAIMAKMARPKKRAQTLLFSHNAVVALRDGKLCLMWRVGNLRKSHIVEAHVRAQLIKPRVTEEGEYIPLDQIDIDVGFDKGLDRIFLVSPITILHEIDEASPLFGISRQDLETDDFEIVVILE.... Result: 0 (no interaction).